This data is from Forward reaction prediction with 1.9M reactions from USPTO patents (1976-2016). The task is: Predict the product of the given reaction. (1) Given the reactants [CH2:1]([O:3][C:4]([C:6]1[NH:7][C:8]2[C:13]([C:14]=1[C:15](=[O:17])[CH3:16])=[CH:12][C:11]([Br:18])=[CH:10][CH:9]=2)=[O:5])[CH3:2].[CH:19]([O:22][C:23]1[CH:28]=[CH:27][C:26](B(O)O)=[CH:25][CH:24]=1)([CH3:21])[CH3:20], predict the reaction product. The product is: [CH2:1]([O:3][C:4]([C:6]1[N:7]([C:26]2[CH:27]=[CH:28][C:23]([O:22][CH:19]([CH3:21])[CH3:20])=[CH:24][CH:25]=2)[C:8]2[C:13]([C:14]=1[C:15](=[O:17])[CH3:16])=[CH:12][C:11]([Br:18])=[CH:10][CH:9]=2)=[O:5])[CH3:2]. (2) Given the reactants CN(OC)[C:3]([C:5]1[N:6]=[CH:7][N:8]2[C:13]3[CH:14]=[CH:15][CH:16]=[C:17]([CH2:18][CH2:19][N:20]4[CH2:25][CH2:24][N:23]([C:26]5[CH:35]=[CH:34][CH:33]=[C:32]6[C:27]=5[CH:28]=[CH:29][C:30]([CH3:36])=[N:31]6)[CH2:22][CH2:21]4)[C:12]=3[O:11][CH2:10][C:9]=12)=[O:4], predict the reaction product. The product is: [CH3:36][C:30]1[CH:29]=[CH:28][C:27]2[C:32](=[CH:33][CH:34]=[CH:35][C:26]=2[N:23]2[CH2:22][CH2:21][N:20]([CH2:19][CH2:18][C:17]3[C:12]4[O:11][CH2:10][C:9]5=[C:5]([CH:3]=[O:4])[N:6]=[CH:7][N:8]5[C:13]=4[CH:14]=[CH:15][CH:16]=3)[CH2:25][CH2:24]2)[N:31]=1. (3) Given the reactants [NH:1]1[C:5]([C:6]2[CH:7]=[C:8]([CH2:12][OH:13])[CH:9]=[CH:10][CH:11]=2)=[N:4][N:3]=[N:2]1.[CH3:14][S:15](Cl)(=[O:17])=[O:16].C(N(CC)CC)C, predict the reaction product. The product is: [CH3:14][S:15]([O:13][CH2:12][C:8]1[CH:9]=[CH:10][CH:11]=[C:6]([C:5]2[NH:1][N:2]=[N:3][N:4]=2)[CH:7]=1)(=[O:17])=[O:16]. (4) Given the reactants [CH2:1]([N:7]1[CH2:12][CH2:11][C:10]([CH3:20])([C:13]2[CH:18]=[CH:17][CH:16]=[C:15]([OH:19])[CH:14]=2)[CH:9]([CH3:21])[CH2:8]1)[CH2:2][CH2:3][CH2:4][CH2:5][CH3:6].C(N(CC)CC)C.C1C=CC(N([S:36]([C:39]([F:42])([F:41])[F:40])(=[O:38])=[O:37])[S:36]([C:39]([F:42])([F:41])[F:40])(=[O:38])=[O:37])=CC=1, predict the reaction product. The product is: [NH3:7].[CH2:1]([N:7]1[CH2:12][CH2:11][C:10]([CH3:20])([C:13]2[CH:18]=[CH:17][CH:16]=[C:15]([O:19][S:36]([C:39]([F:42])([F:41])[F:40])(=[O:38])=[O:37])[CH:14]=2)[CH:9]([CH3:21])[CH2:8]1)[CH2:2][CH2:3][CH2:4][CH2:5][CH3:6]. (5) Given the reactants Br[CH2:2][C:3]1[CH:12]=[CH:11][C:6]([C:7]([O:9][CH3:10])=[O:8])=[CH:5][CH:4]=1.[CH3:13][C:14]1[N:19]=[C:18]([OH:20])[CH:17]=[CH:16][CH:15]=1, predict the reaction product. The product is: [CH3:13][C:14]1[N:19]=[C:18]([O:20][CH2:2][C:3]2[CH:12]=[CH:11][C:6]([C:7]([O:9][CH3:10])=[O:8])=[CH:5][CH:4]=2)[CH:17]=[CH:16][CH:15]=1. (6) Given the reactants [C:1]([C:3]1[CH:4]=[C:5]([CH:29]=[CH:30][C:31]=1[CH3:32])[C:6]([NH:8][C:9]1[CH:14]=[CH:13][C:12]([CH2:15][N:16]2[CH2:21][CH2:20][N:19]([CH2:22][CH2:23][OH:24])[CH2:18][CH2:17]2)=[C:11]([C:25]([F:28])([F:27])[F:26])[CH:10]=1)=[O:7])#[CH:2].[CH3:33][NH:34][C:35]1[N:44]=[CH:43][C:42]2[C:37](=[CH:38][C:39](Br)=[CH:40][CH:41]=2)[N:36]=1, predict the reaction product. The product is: [CH3:33][NH:34][C:35]1[N:44]=[CH:43][C:42]2[C:37](=[CH:38][C:39]([C:2]#[C:1][C:3]3[CH:4]=[C:5]([CH:29]=[CH:30][C:31]=3[CH3:32])[C:6]([NH:8][C:9]3[CH:14]=[CH:13][C:12]([CH2:15][N:16]4[CH2:17][CH2:18][N:19]([CH2:22][CH2:23][OH:24])[CH2:20][CH2:21]4)=[C:11]([C:25]([F:28])([F:26])[F:27])[CH:10]=3)=[O:7])=[CH:40][CH:41]=2)[N:36]=1.